This data is from Catalyst prediction with 721,799 reactions and 888 catalyst types from USPTO. The task is: Predict which catalyst facilitates the given reaction. (1) Reactant: [CH3:1][C@@H:2]1[CH2:7][N:6]([CH2:8][C:9]2[CH:14]=[CH:13][C:12]([N+:15]([O-])=O)=[CH:11][CH:10]=2)[CH2:5][C@H:4]([CH3:18])[N:3]1[C:19]([O:21][C:22]([CH3:25])([CH3:24])[CH3:23])=[O:20].[Cl-].[NH4+]. Product: [NH2:15][C:12]1[CH:13]=[CH:14][C:9]([CH2:8][N:6]2[CH2:5][C@H:4]([CH3:18])[N:3]([C:19]([O:21][C:22]([CH3:23])([CH3:25])[CH3:24])=[O:20])[C@H:2]([CH3:1])[CH2:7]2)=[CH:10][CH:11]=1. The catalyst class is: 406. (2) Reactant: [Li+].[OH-].C[O:4][C:5](=[O:27])[C:6]1[CH:11]=[CH:10][C:9]([O:12][CH3:13])=[C:8]([CH3:14])[C:7]=1[NH:15][C:16]([C:18]1[S:19][CH:20]=[C:21]([C:23]([F:26])([F:25])[F:24])[N:22]=1)=[O:17].C(O)(=O)CC(CC(O)=O)(C(O)=O)O. Product: [CH3:13][O:12][C:9]1[CH:10]=[CH:11][C:6]([C:5]([OH:27])=[O:4])=[C:7]([NH:15][C:16]([C:18]2[S:19][CH:20]=[C:21]([C:23]([F:26])([F:24])[F:25])[N:22]=2)=[O:17])[C:8]=1[CH3:14]. The catalyst class is: 88. (3) Reactant: Cl.[NH2:2][C@H:3]([C:5]1[C:6](=[O:16])[NH:7][C:8]2[C:13]([CH:14]=1)=[CH:12][C:11]([Cl:15])=[CH:10][CH:9]=2)[CH3:4].Br[C:18]1[CH:23]=[CH:22][C:21]([S:24]([CH3:27])(=[O:26])=[O:25])=[C:20]([O:28][CH3:29])[CH:19]=1.C1C=CC(P(C2C(C3C(P(C4C=CC=CC=4)C4C=CC=CC=4)=CC=C4C=3C=CC=C4)=C3C(C=CC=C3)=CC=2)C2C=CC=CC=2)=CC=1.CC(C)([O-])C.[Na+]. Product: [Cl:15][C:11]1[CH:12]=[C:13]2[C:8](=[CH:9][CH:10]=1)[NH:7][C:6](=[O:16])[C:5]([C@@H:3]([NH:2][C:18]1[CH:23]=[CH:22][C:21]([S:24]([CH3:27])(=[O:26])=[O:25])=[C:20]([O:28][CH3:29])[CH:19]=1)[CH3:4])=[CH:14]2. The catalyst class is: 187. (4) The catalyst class is: 71. Reactant: Cl[C:2]1[C:11]2=[N:12][N:13](CC3C=CC(OC)=CC=3)[CH:14]=[C:10]2[C:9]2[CH:8]=[C:7]([O:24][CH3:25])[CH:6]=[CH:5][C:4]=2[N:3]=1.[NH2:26][C:27]1[CH:32]=[CH:31][C:30]([C:33](=[O:35])[CH3:34])=[CH:29][CH:28]=1.Cl. Product: [CH3:25][O:24][C:7]1[CH:6]=[CH:5][C:4]2[N:3]=[C:2]([NH:26][C:27]3[CH:32]=[CH:31][C:30]([C:33](=[O:35])[CH3:34])=[CH:29][CH:28]=3)[C:11]3=[N:12][NH:13][CH:14]=[C:10]3[C:9]=2[CH:8]=1. (5) Reactant: [CH3:1][O:2][C:3](=[O:25])[CH2:4][C:5]1[C:9]2[CH:10]=[C:11](Br)[C:12]([O:14][CH2:15][C:16]3[CH:21]=[CH:20][C:19]([Cl:22])=[CH:18][C:17]=3[Cl:23])=[CH:13][C:8]=2[O:7][CH:6]=1.[C:26]([O-])([O-])=O.[Na+].[Na+].CB(O)O. Product: [CH3:1][O:2][C:3](=[O:25])[CH2:4][C:5]1[C:9]2[CH:10]=[C:11]([CH3:26])[C:12]([O:14][CH2:15][C:16]3[CH:21]=[CH:20][C:19]([Cl:22])=[CH:18][C:17]=3[Cl:23])=[CH:13][C:8]=2[O:7][CH:6]=1. The catalyst class is: 108. (6) Reactant: Cl[C:2]1[N:3]=[CH:4][C:5]2[N:11]([CH3:12])[C:10](=[O:13])[CH2:9][CH:8]([CH3:14])[N:7]([CH:15]3[CH2:19][CH2:18][CH2:17][CH2:16]3)[C:6]=2[N:20]=1.[NH2:21][C:22]1[CH:30]=[CH:29][C:25]([C:26]([OH:28])=[O:27])=[CH:24][C:23]=1[O:31][CH3:32].C(O)C. Product: [CH:15]1([N:7]2[CH:8]([CH3:14])[CH2:9][C:10](=[O:13])[N:11]([CH3:12])[C:5]3[CH:4]=[N:3][C:2]([NH:21][C:22]4[CH:30]=[CH:29][C:25]([C:26]([OH:28])=[O:27])=[CH:24][C:23]=4[O:31][CH3:32])=[N:20][C:6]2=3)[CH2:19][CH2:18][CH2:17][CH2:16]1. The catalyst class is: 126. (7) Reactant: [C:1]([Si:5]([CH3:11])([CH3:10])[O:6][CH2:7][CH2:8][NH2:9])([CH3:4])([CH3:3])[CH3:2].[CH:12]1[N:16]=[CH:15][N:14]([C:17](N2C=NC=C2)=[O:18])[CH:13]=1. Product: [C:1]([Si:5]([CH3:11])([CH3:10])[O:6][CH2:7][CH2:8][NH:9][C:17]([N:14]1[CH:13]=[CH:12][N:16]=[CH:15]1)=[O:18])([CH3:4])([CH3:3])[CH3:2]. The catalyst class is: 168.